Dataset: Full USPTO retrosynthesis dataset with 1.9M reactions from patents (1976-2016). Task: Predict the reactants needed to synthesize the given product. (1) The reactants are: Cl[C:2]([O:4][CH2:5][CH3:6])=[O:3].[CH3:7][C:8]1[C:9]([NH:11][C:12](=[O:15])[C:13]=1[CH3:14])=[O:10].C(N(CC)CC)C.CO. Given the product [CH2:5]([O:4][C:2]([N:11]1[C:12](=[O:15])[C:13]([CH3:14])=[C:8]([CH3:7])[C:9]1=[O:10])=[O:3])[CH3:6], predict the reactants needed to synthesize it. (2) Given the product [CH3:25][O:24][C:13]1[CH:14]=[C:15]2[C:10](=[CH:11][CH:12]=1)[C:9]1[C:22](=[CH:23][C:6]3[C:7](=[C:26]4[C:4]([CH:5]=3)=[CH:3][C:2]([B:50]3[O:51][C:52]([CH3:57])([CH3:58])[C:53]([CH3:55])([CH3:56])[O:54]3)=[CH:28][C:27]34[C:29]4[CH:30]=[CH:31][CH:32]=[CH:33][C:34]=4[C:35]4[C:40]3=[CH:39][CH:38]=[CH:37][CH:36]=4)[CH:8]=1)[C:21]1[C:16]2=[CH:17][CH:18]=[CH:19][CH:20]=1, predict the reactants needed to synthesize it. The reactants are: Br[C:2]1[CH:3]=[C:4]2[C:26]([C:27]3([C:40]4[CH:39]=[CH:38][CH:37]=[CH:36][C:35]=4[C:34]4[C:29]3=[CH:30][CH:31]=[CH:32][CH:33]=4)[CH:28]=1)=[C:7]1[CH:8]=[C:9]3[C:22](=[CH:23][C:6]1=[CH:5]2)[C:21]1[C:16](=[CH:17][CH:18]=[CH:19][CH:20]=1)[C:15]1[C:10]3=[CH:11][CH:12]=[C:13]([O:24][CH3:25])[CH:14]=1.[B:50]1([B:50]2[O:54][C:53]([CH3:56])([CH3:55])[C:52]([CH3:58])([CH3:57])[O:51]2)[O:54][C:53]([CH3:56])([CH3:55])[C:52]([CH3:58])([CH3:57])[O:51]1.C([O-])(=O)C.[K+]. (3) Given the product [CH:19]1([CH2:18][CH:17]([C:24]2[CH:29]=[CH:28][C:27]([Cl:30])=[C:26]([Cl:31])[CH:25]=2)[C:16]([NH:15][C:12]2[CH:11]=[CH:10][C:9]([OH:8])=[CH:14][N:13]=2)=[O:32])[CH2:23][CH2:22][CH2:21][CH2:20]1, predict the reactants needed to synthesize it. The reactants are: C([O:8][C:9]1[CH:10]=[CH:11][C:12]([NH:15][C:16](=[O:32])[CH:17]([C:24]2[CH:29]=[CH:28][C:27]([Cl:30])=[C:26]([Cl:31])[CH:25]=2)[CH2:18][CH:19]2[CH2:23][CH2:22][CH2:21][CH2:20]2)=[N:13][CH:14]=1)C1C=CC=CC=1. (4) Given the product [Cl:5][C:6]1[C:11]([CH:12]([OH:14])[CH3:13])=[C:10]([C:15]2[CH:24]=[C:23]3[C:18](=[N:17][CH:16]=2)[N:1]([C:2]([NH2:4])=[O:3])[CH2:20][CH2:21][CH2:22]3)[CH:9]=[N:8][CH:7]=1, predict the reactants needed to synthesize it. The reactants are: [NH2:1][C:2]([NH2:4])=[O:3].[Cl:5][C:6]1[CH:7]=[N:8][CH:9]=[C:10]([C:15]2[CH:16]=[N:17][C:18]3N[CH2:20][CH2:21][CH2:22][C:23]=3[CH:24]=2)[C:11]=1[CH:12]([OH:14])[CH3:13]. (5) Given the product [CH3:9][C:7]1([CH3:8])[C:3]([CH3:22])([CH3:2])[O:4][B:5]([C:10]2[CH:11]=[CH:12][C:13]([N:16]3[CH2:17][CH2:18][N:19]([CH2:30][CH2:31][OH:32])[CH2:20][CH2:21]3)=[CH:14][CH:15]=2)[O:6]1, predict the reactants needed to synthesize it. The reactants are: Cl.[CH3:2][C:3]1([CH3:22])[C:7]([CH3:9])([CH3:8])[O:6][B:5]([C:10]2[CH:15]=[CH:14][C:13]([N:16]3[CH2:21][CH2:20][NH:19][CH2:18][CH2:17]3)=[CH:12][CH:11]=2)[O:4]1.C([O-])([O-])=O.[K+].[K+].Br[CH2:30][CH2:31][OH:32].O.